This data is from Forward reaction prediction with 1.9M reactions from USPTO patents (1976-2016). The task is: Predict the product of the given reaction. (1) The product is: [CH3:1][C:2]([O:4][C:5]1[S:9][C:8]2[CH2:10][CH2:11][N:12]([CH:14]([C:22]([CH:24]3[CH2:26][CH2:25]3)=[O:23])[C:15]3[CH:16]=[CH:17][CH:18]=[CH:19][C:20]=3[F:21])[CH2:13][C:7]=2[CH:6]=1)=[O:3].[ClH:27]. Given the reactants [CH3:1][C:2]([O:4][C:5]1[S:9][C:8]2[CH2:10][CH2:11][N:12]([CH:14]([C:22]([CH:24]3[CH2:26][CH2:25]3)=[O:23])[C:15]3[CH:16]=[CH:17][CH:18]=[CH:19][C:20]=3[F:21])[CH2:13][C:7]=2[CH:6]=1)=[O:3].[Cl:27]CCl.Cl, predict the reaction product. (2) Given the reactants Br[C:2]1[CH:7]=[CH:6][C:5]([S:8]([NH:11][C:12]2[CH:17]=[CH:16][C:15]([Cl:18])=[CH:14][C:13]=2[C:19]([C:21]2[CH:26]=[CH:25][N:24]=[CH:23][CH:22]=2)=[O:20])(=[O:10])=[O:9])=[CH:4][CH:3]=1.O.[O-]P([O-])([O-])=O.[K+].[K+].[K+].C1(P(C2C=CC=CC=2)C2C=CC3C(=CC=CC=3)C=2C2C3C(=CC=CC=3)C=CC=2P(C2C=CC=CC=2)C2C=CC=CC=2)C=CC=CC=1.[NH:82]1[CH2:87][CH2:86][S:85][CH2:84][CH2:83]1, predict the reaction product. The product is: [Cl:18][C:15]1[CH:16]=[CH:17][C:12]([NH:11][S:8]([C:5]2[CH:6]=[CH:7][C:2]([N:82]3[CH2:87][CH2:86][S:85][CH2:84][CH2:83]3)=[CH:3][CH:4]=2)(=[O:10])=[O:9])=[C:13]([C:19]([C:21]2[CH:26]=[CH:25][N:24]=[CH:23][CH:22]=2)=[O:20])[CH:14]=1.